From a dataset of Reaction yield outcomes from USPTO patents with 853,638 reactions. Predict the reaction yield, written as a fraction of the theoretical maximum amount of product (1.0 means a 100% yield; for example, 0.34 means a 34% yield). (1) The product is [CH:3]1([C:9]2[C:10]3[CH:11]=[CH:12][C:13]([C:29]([OH:31])=[O:30])=[CH:14][C:15]=3[N:16]3[CH2:22][C@H:21]([OH:23])[C@H:20]([OH:24])[C:19]4[CH:25]=[CH:26][CH:27]=[CH:28][C:18]=4[C:17]=23)[CH2:4][CH2:5][CH2:6][CH2:7][CH2:8]1. The catalyst is CO.O1CCCC1. The yield is 0.940. The reactants are [OH-].[Na+].[CH:3]1([C:9]2[C:10]3[CH:11]=[CH:12][C:13]([C:29]([O:31]C)=[O:30])=[CH:14][C:15]=3[N:16]3[CH2:22][C@H:21]([OH:23])[C@H:20]([OH:24])[C:19]4[CH:25]=[CH:26][CH:27]=[CH:28][C:18]=4[C:17]=23)[CH2:8][CH2:7][CH2:6][CH2:5][CH2:4]1.Cl. (2) The reactants are C(N(CC)CC)C.Cl.[NH2:9][C@@H:10]([CH2:15][NH:16][C:17]([O:19][C:20]([CH3:23])([CH3:22])[CH3:21])=[O:18])[C:11]([O:13][CH3:14])=[O:12].Br[CH2:25][CH2:26][CH2:27][CH2:28][CH2:29]Br. The catalyst is C(O)(C)(C)C. The product is [C:20]([O:19][C:17]([NH:16][CH2:15][C@H:10]([N:9]1[CH2:29][CH2:28][CH2:27][CH2:26][CH2:25]1)[C:11]([O:13][CH3:14])=[O:12])=[O:18])([CH3:23])([CH3:22])[CH3:21]. The yield is 0.490. (3) The reactants are [O:1]=[C:2]1[CH2:10][C:9]2[C:4](=[CH:5][CH:6]=[C:7]([C:11]([C:13]3[CH:18]=[CH:17][C:16]([NH:19][C:20]([C:22]4[N:23]([CH2:28][CH3:29])[N:24]=[C:25]([CH3:27])[CH:26]=4)=[O:21])=[CH:15][CH:14]=3)=[O:12])[CH:8]=2)[NH:3]1.[CH:30](OCC)=[O:31].[O-]CC.[Na+].Cl. The catalyst is C(O)C. The product is [OH:31][CH:30]=[C:10]1[C:9]2[C:4](=[CH:5][CH:6]=[C:7]([C:11]([C:13]3[CH:14]=[CH:15][C:16]([NH:19][C:20]([C:22]4[N:23]([CH2:28][CH3:29])[N:24]=[C:25]([CH3:27])[CH:26]=4)=[O:21])=[CH:17][CH:18]=3)=[O:12])[CH:8]=2)[NH:3][C:2]1=[O:1]. The yield is 0.750. (4) The yield is 0.610. The product is [CH3:1][O:2][C:3]1[CH:4]=[C:5]2[C:10](=[CH:11][C:12]=1[O:13][CH2:37][CH2:38][OH:39])[N:9]=[CH:8][CH:7]=[C:6]2[O:14][C:15]1[C:16]([C:23]2[CH:28]=[CH:27][C:26]([CH3:29])=[CH:25][N:24]=2)=[N:17][C:18]([CH3:22])=[C:19]([CH3:21])[CH:20]=1. The catalyst is CN(C)C=O. The reactants are [CH3:1][O:2][C:3]1[CH:4]=[C:5]2[C:10](=[CH:11][C:12]=1[OH:13])[N:9]=[CH:8][CH:7]=[C:6]2[O:14][C:15]1[C:16]([C:23]2[CH:28]=[CH:27][C:26]([CH3:29])=[CH:25][N:24]=2)=[N:17][C:18]([CH3:22])=[C:19]([CH3:21])[CH:20]=1.C(=O)([O-])[O-].[K+].[K+].Br[CH2:37][CH2:38][OH:39]. (5) The reactants are [H-].[Na+].[N+:3]([C:6]1[N:7]=[C:8]2[N:13]([CH:14]=1)[CH2:12][C@H:11]([OH:15])[CH2:10][O:9]2)([O-:5])=[O:4].[Br:16][C:17]1[S:18][C:19]([CH2:22]Br)=[CH:20][CH:21]=1. The catalyst is CN(C=O)C. The product is [Br:16][C:17]1[S:18][C:19]([CH2:22][O:15][C@@H:11]2[CH2:10][O:9][C:8]3=[N:7][C:6]([N+:3]([O-:5])=[O:4])=[CH:14][N:13]3[CH2:12]2)=[CH:20][CH:21]=1. The yield is 0.770. (6) The reactants are C(OC([N:8]1[C:12]2=[N:13][CH:14]=[C:15]([O:17][CH:18]3[CH2:23][CH2:22][N:21]([CH:24]4[CH2:26][CH2:25]4)[CH2:20][CH2:19]3)[CH:16]=[C:11]2[CH:10]=[C:9]1[C:27]([N:29]1[CH2:34][CH2:33][O:32][CH2:31][CH2:30]1)=[O:28])=O)(C)(C)C.FC(F)(F)C(O)=O. The catalyst is ClCCl. The product is [CH:24]1([N:21]2[CH2:22][CH2:23][CH:18]([O:17][C:15]3[CH:16]=[C:11]4[CH:10]=[C:9]([C:27]([N:29]5[CH2:34][CH2:33][O:32][CH2:31][CH2:30]5)=[O:28])[NH:8][C:12]4=[N:13][CH:14]=3)[CH2:19][CH2:20]2)[CH2:25][CH2:26]1. The yield is 0.830. (7) The reactants are [Br:1]Br.[N+:3]([C:6]1[CH:11]=[CH:10][C:9]([NH2:12])=[C:8]([C:13]([F:16])([F:15])[F:14])[CH:7]=1)([O-:5])=[O:4].O. The catalyst is C(O)(=O)C. The product is [Br:1][C:10]1[CH:11]=[C:6]([N+:3]([O-:5])=[O:4])[CH:7]=[C:8]([C:13]([F:14])([F:15])[F:16])[C:9]=1[NH2:12]. The yield is 0.910.